This data is from Reaction yield outcomes from USPTO patents with 853,638 reactions. The task is: Predict the reaction yield, written as a fraction of the theoretical maximum amount of product (1.0 means a 100% yield; for example, 0.34 means a 34% yield). The reactants are [Cl:1][C:2]1[C:7]([F:8])=[CH:6][C:5]([CH3:9])=[CH:4][N:3]=1.[Br:10]N1C(=O)CCC1=O.C(OOC(=O)C1C=CC=CC=1)(=O)C1C=CC=CC=1. The catalyst is C(Cl)(Cl)(Cl)Cl. The product is [Br:10][CH2:9][C:5]1[CH:6]=[C:7]([F:8])[C:2]([Cl:1])=[N:3][CH:4]=1. The yield is 0.510.